Regression. Given a peptide amino acid sequence and an MHC pseudo amino acid sequence, predict their binding affinity value. This is MHC class I binding data. From a dataset of Peptide-MHC class I binding affinity with 185,985 pairs from IEDB/IMGT. (1) The peptide sequence is LLLIALWNL. The MHC is HLA-A26:01 with pseudo-sequence HLA-A26:01. The binding affinity (normalized) is 0. (2) The peptide sequence is FVDVGVSAL. The binding affinity (normalized) is 0.0847. The MHC is HLA-A31:01 with pseudo-sequence HLA-A31:01. (3) The peptide sequence is GPRGRHVVL. The MHC is HLA-B46:01 with pseudo-sequence HLA-B46:01. The binding affinity (normalized) is 0.0847. (4) The peptide sequence is NLEMIDERK. The MHC is HLA-A03:01 with pseudo-sequence HLA-A03:01. The binding affinity (normalized) is 0. (5) The peptide sequence is AEIAQRLEDVF. The MHC is HLA-B44:03 with pseudo-sequence HLA-B44:03. The binding affinity (normalized) is 0.170. (6) The peptide sequence is DVKASMLEK. The MHC is HLA-A11:01 with pseudo-sequence HLA-A11:01. The binding affinity (normalized) is 0.779.